Dataset: Reaction yield outcomes from USPTO patents with 853,638 reactions. Task: Predict the reaction yield, written as a fraction of the theoretical maximum amount of product (1.0 means a 100% yield; for example, 0.34 means a 34% yield). (1) The reactants are [Br:1][C:2]1[CH:10]=[C:9]2[C:5]([CH2:6][C:7]3([CH2:16][CH2:15][C:14]4([O:20][CH2:19][CH2:18][O:17]4)[CH2:13][CH2:12]3)[C:8]2=O)=[CH:4][CH:3]=1.[CH3:21][C:22]([S:25]([NH2:27])=[O:26])([CH3:24])[CH3:23].CCOC(C)=O. The catalyst is [O-]CC.[Ti+4].[O-]CC.[O-]CC.[O-]CC.O. The product is [Br:1][C:2]1[CH:10]=[C:9]2[C:5]([CH2:6][C:7]3([CH2:16][CH2:15][C:14]4([O:20][CH2:19][CH2:18][O:17]4)[CH2:13][CH2:12]3)[C:8]2=[N:27][S:25]([C:22]([CH3:24])([CH3:23])[CH3:21])=[O:26])=[CH:4][CH:3]=1. The yield is 0.690. (2) The reactants are [Cl-].O[NH3+:3].[C:4](=[O:7])([O-])[OH:5].[Na+].[CH2:9]([N:11]1[CH2:16][CH2:15][CH:14]([N:17]2[C:22](=[O:23])[C:21]([CH2:24][C:25]3[CH:30]=[CH:29][C:28]([C:31]4[C:32]([C:37]#[N:38])=[CH:33][CH:34]=[CH:35][CH:36]=4)=[CH:27][CH:26]=3)=[C:20]([CH2:39][CH2:40][CH3:41])[N:19]3[N:42]=[CH:43][N:44]=[C:18]23)[CH2:13][CH2:12]1)[CH3:10]. The catalyst is CS(C)=O.C(OCC)(=O)C. The product is [CH2:9]([N:11]1[CH2:12][CH2:13][CH:14]([N:17]2[C:22](=[O:23])[C:21]([CH2:24][C:25]3[CH:30]=[CH:29][C:28]([C:31]4[CH:36]=[CH:35][CH:34]=[CH:33][C:32]=4[C:37]4[NH:3][C:4](=[O:7])[O:5][N:38]=4)=[CH:27][CH:26]=3)=[C:20]([CH2:39][CH2:40][CH3:41])[N:19]3[N:42]=[CH:43][N:44]=[C:18]23)[CH2:15][CH2:16]1)[CH3:10]. The yield is 0.350. (3) The reactants are [CH:1]1([O:6][CH2:7][C:8]([OH:10])=[O:9])[CH2:5][CH2:4][CH2:3][CH2:2]1.[C:11]1(C)C=CC(S(O)(=O)=O)=CC=1.CO. The catalyst is O. The product is [CH:1]1([O:6][CH2:7][C:8]([O:10][CH3:11])=[O:9])[CH2:5][CH2:4][CH2:3][CH2:2]1. The yield is 0.800. (4) The reactants are [NH2:1][C:2]1[CH:3]=[C:4]([CH:26]=[CH:27][C:28]=1[C:29]#[N:30])[C:5]([NH:7][C:8]1[C:13]([CH3:14])=[CH:12][C:11]([C:15]([F:24])([C:20]([F:23])([F:22])[F:21])[C:16]([F:19])([F:18])[F:17])=[CH:10][C:9]=1[CH3:25])=[O:6].C=O.[C:33](O)(=O)C.[BH4-].[Na+]. The catalyst is C(#N)C. The product is [C:29]([C:28]1[CH:27]=[CH:26][C:4]([C:5]([NH:7][C:8]2[C:13]([CH3:14])=[CH:12][C:11]([C:15]([F:24])([C:20]([F:21])([F:22])[F:23])[C:16]([F:17])([F:18])[F:19])=[CH:10][C:9]=2[CH3:25])=[O:6])=[CH:3][C:2]=1[NH:1][CH3:33])#[N:30]. The yield is 0.580. (5) The reactants are [C:1]([O:5][C:6]([N:8]1[CH2:13][CH2:12][N:11]([CH2:14][C:15]2[N:20]=[C:19]3[N:21]=[C:22]([C:24]4[CH:29]=[CH:28][CH:27]=[C:26]([NH2:30])[CH:25]=4)[O:23][C:18]3=[CH:17][CH:16]=2)[CH2:10][CH2:9]1)=[O:7])([CH3:4])([CH3:3])[CH3:2].Cl.[CH3:32][N:33]([CH3:43])[C:34]1[CH:35]=[C:36]([CH:40]=[CH:41][CH:42]=1)[C:37](Cl)=[O:38]. The catalyst is N1C=CC=CC=1. The product is [C:1]([O:5][C:6]([N:8]1[CH2:13][CH2:12][N:11]([CH2:14][C:15]2[N:20]=[C:19]3[N:21]=[C:22]([C:24]4[CH:29]=[CH:28][CH:27]=[C:26]([NH:30][C:37](=[O:38])[C:36]5[CH:40]=[CH:41][CH:42]=[C:34]([N:33]([CH3:32])[CH3:43])[CH:35]=5)[CH:25]=4)[O:23][C:18]3=[CH:17][CH:16]=2)[CH2:10][CH2:9]1)=[O:7])([CH3:4])([CH3:2])[CH3:3]. The yield is 0.230.